This data is from Blood-brain barrier permeability classification from the B3DB database. The task is: Regression/Classification. Given a drug SMILES string, predict its absorption, distribution, metabolism, or excretion properties. Task type varies by dataset: regression for continuous measurements (e.g., permeability, clearance, half-life) or binary classification for categorical outcomes (e.g., BBB penetration, CYP inhibition). Dataset: b3db_classification. (1) The molecule is CC(C)n1cc2c3c(cccc31)[C@H]1C[C@@H](C(=O)NC3CCCCC3)CN(C)[C@@H]1C2. The result is 1 (penetrates BBB). (2) The molecule is CO/N=C(/C(=O)N[C@@H]1C(=O)N2C(C(=O)O)=C(CSc3nnnn3C)CS[C@H]12)c1csc(N)n1. The result is 0 (does not penetrate BBB). (3) The drug is C[N+]1(CCCS(=O)(=O)O)C2CCC1CC(OC(=O)C(CO)c1ccccc1)C2. The result is 0 (does not penetrate BBB). (4) The drug is CN(C)C[C@@H](O)[C@@H](c1ccccc1)c1ccc(Cl)cc1. The result is 1 (penetrates BBB). (5) The molecule is C=CCN1C(=O)OC(C)C1=O. The result is 1 (penetrates BBB). (6) The molecule is CCOC(=O)[C@H](CCc1ccccc1)N[C@@H](C)C(=O)N1Cc2ccccc2C[C@H]1C(=O)O. The result is 0 (does not penetrate BBB). (7) The compound is CCCN[C@@H]1CCc2nc(N)sc2C1. The result is 1 (penetrates BBB).